From a dataset of NCI-60 drug combinations with 297,098 pairs across 59 cell lines. Regression. Given two drug SMILES strings and cell line genomic features, predict the synergy score measuring deviation from expected non-interaction effect. (1) Drug 1: CN(C)C(=N)N=C(N)N. Drug 2: CCC1=C2N=C(C=C(N2N=C1)NCC3=C[N+](=CC=C3)[O-])N4CCCCC4CCO. Cell line: T-47D. Synergy scores: CSS=16.7, Synergy_ZIP=-3.52, Synergy_Bliss=-2.01, Synergy_Loewe=-9.41, Synergy_HSA=-2.61. (2) Drug 1: C1=C(C(=O)NC(=O)N1)N(CCCl)CCCl. Drug 2: C1=NC2=C(N=C(N=C2N1C3C(C(C(O3)CO)O)F)Cl)N. Cell line: RXF 393. Synergy scores: CSS=12.6, Synergy_ZIP=-7.31, Synergy_Bliss=-5.58, Synergy_Loewe=-4.46, Synergy_HSA=-3.48.